From a dataset of NCI-60 drug combinations with 297,098 pairs across 59 cell lines. Regression. Given two drug SMILES strings and cell line genomic features, predict the synergy score measuring deviation from expected non-interaction effect. (1) Drug 1: C1CCC(CC1)NC(=O)N(CCCl)N=O. Drug 2: COCCOC1=C(C=C2C(=C1)C(=NC=N2)NC3=CC=CC(=C3)C#C)OCCOC.Cl. Cell line: TK-10. Synergy scores: CSS=26.4, Synergy_ZIP=-6.10, Synergy_Bliss=0.492, Synergy_Loewe=-27.5, Synergy_HSA=2.35. (2) Drug 1: CC12CCC3C(C1CCC2O)C(CC4=C3C=CC(=C4)O)CCCCCCCCCS(=O)CCCC(C(F)(F)F)(F)F. Drug 2: CC1=C2C(C(=O)C3(C(CC4C(C3C(C(C2(C)C)(CC1OC(=O)C(C(C5=CC=CC=C5)NC(=O)OC(C)(C)C)O)O)OC(=O)C6=CC=CC=C6)(CO4)OC(=O)C)O)C)O. Cell line: RXF 393. Synergy scores: CSS=3.27, Synergy_ZIP=-0.431, Synergy_Bliss=0.583, Synergy_Loewe=0, Synergy_HSA=0.866. (3) Drug 1: CC1=C2C(C(=O)C3(C(CC4C(C3C(C(C2(C)C)(CC1OC(=O)C(C(C5=CC=CC=C5)NC(=O)OC(C)(C)C)O)O)OC(=O)C6=CC=CC=C6)(CO4)OC(=O)C)OC)C)OC. Drug 2: C1=C(C(=O)NC(=O)N1)F. Cell line: SK-MEL-28. Synergy scores: CSS=50.4, Synergy_ZIP=-0.929, Synergy_Bliss=-1.24, Synergy_Loewe=9.14, Synergy_HSA=10.4. (4) Drug 1: CCC1(CC2CC(C3=C(CCN(C2)C1)C4=CC=CC=C4N3)(C5=C(C=C6C(=C5)C78CCN9C7C(C=CC9)(C(C(C8N6C=O)(C(=O)OC)O)OC(=O)C)CC)OC)C(=O)OC)O.OS(=O)(=O)O. Drug 2: CC1C(C(CC(O1)OC2CC(OC(C2O)C)OC3=CC4=CC5=C(C(=O)C(C(C5)C(C(=O)C(C(C)O)O)OC)OC6CC(C(C(O6)C)O)OC7CC(C(C(O7)C)O)OC8CC(C(C(O8)C)O)(C)O)C(=C4C(=C3C)O)O)O)O. Cell line: NCI-H322M. Synergy scores: CSS=40.0, Synergy_ZIP=0.420, Synergy_Bliss=-0.518, Synergy_Loewe=-0.940, Synergy_HSA=-1.33. (5) Drug 1: CS(=O)(=O)C1=CC(=C(C=C1)C(=O)NC2=CC(=C(C=C2)Cl)C3=CC=CC=N3)Cl. Drug 2: COC1=CC(=CC(=C1O)OC)C2C3C(COC3=O)C(C4=CC5=C(C=C24)OCO5)OC6C(C(C7C(O6)COC(O7)C8=CC=CS8)O)O. Synergy scores: CSS=19.3, Synergy_ZIP=-7.94, Synergy_Bliss=-0.130, Synergy_Loewe=-8.34, Synergy_HSA=-0.0217. Cell line: SK-OV-3. (6) Drug 1: CN(C)N=NC1=C(NC=N1)C(=O)N. Drug 2: CN(C(=O)NC(C=O)C(C(C(CO)O)O)O)N=O. Cell line: PC-3. Synergy scores: CSS=-0.932, Synergy_ZIP=-1.95, Synergy_Bliss=-5.81, Synergy_Loewe=-6.89, Synergy_HSA=-6.88.